Binary Classification. Given a drug SMILES string, predict its activity (active/inactive) in a high-throughput screening assay against a specified biological target. From a dataset of Tyrosyl-DNA phosphodiesterase HTS with 341,365 compounds. The compound is OC(Cn1c2c(n(CCN(CC)CC)c1=N)cccc2)c1cc(OC)c(OC)cc1. The result is 0 (inactive).